Task: Predict which catalyst facilitates the given reaction.. Dataset: Catalyst prediction with 721,799 reactions and 888 catalyst types from USPTO Reactant: C([O:4][CH2:5][C:6]([CH3:46])([CH3:45])[CH2:7][N:8]1[C:14]2[CH:15]=[CH:16][C:17]([Cl:19])=[CH:18][C:13]=2[C@@H:12]([C:20]2[CH:25]=[CH:24][CH:23]=[C:22]([O:26][CH3:27])[C:21]=2[O:28][CH3:29])[O:11][C@H:10]([CH2:30][C:31]([NH:33][C:34]2[CH:35]=[C:36]([CH:41]=[CH:42][CH:43]=2)[C:37]([O:39]C)=[O:38])=[O:32])[C:9]1=[O:44])(=O)C.[OH-].[Na+].C(O)C. Product: [Cl:19][C:17]1[CH:16]=[CH:15][C:14]2[N:8]([CH2:7][C:6]([CH3:46])([CH3:45])[CH2:5][OH:4])[C:9](=[O:44])[C@@H:10]([CH2:30][C:31]([NH:33][C:34]3[CH:35]=[C:36]([CH:41]=[CH:42][CH:43]=3)[C:37]([OH:39])=[O:38])=[O:32])[O:11][C@H:12]([C:20]3[CH:25]=[CH:24][CH:23]=[C:22]([O:26][CH3:27])[C:21]=3[O:28][CH3:29])[C:13]=2[CH:18]=1. The catalyst class is: 6.